Predict the product of the given reaction. From a dataset of Forward reaction prediction with 1.9M reactions from USPTO patents (1976-2016). (1) Given the reactants Br[C:2]1[CH:18]=[CH:17][C:5]([O:6][C:7]2[CH:12]=[CH:11][C:10]([O:13][CH:14]([CH3:16])[CH3:15])=[CH:9][N:8]=2)=[CH:4][CH:3]=1.C([Li])CCC.[CH:24](N1CCOCC1)=[O:25], predict the reaction product. The product is: [CH:14]([O:13][C:10]1[CH:11]=[CH:12][C:7]([O:6][C:5]2[CH:17]=[CH:18][C:2]([CH:24]=[O:25])=[CH:3][CH:4]=2)=[N:8][CH:9]=1)([CH3:16])[CH3:15]. (2) The product is: [CH:23]1([C:27]([C:12]2[CH:15]=[CH:16][C:9]([OH:8])=[CH:10][C:11]=2[F:17])=[O:26])[CH2:24][CH2:25]1. Given the reactants [Si]([O:8][C:9]1[CH:16]=[CH:15][C:12](C#N)=[C:11]([F:17])[CH:10]=1)(C(C)(C)C)(C)C.C1([Mg]Br)CC1.[CH2:23]1[CH2:27][O:26][CH2:25][CH2:24]1.O.Cl, predict the reaction product. (3) The product is: [CH2:1]([O:3][C:4](=[O:26])[CH:5]([O:23][CH2:24][CH3:25])[CH2:6][C:7]1[CH:12]=[CH:11][C:10]([O:49][CH2:48][CH2:47][C:44]2[CH:43]=[CH:42][C:41]([NH:40][C:38]([O:37][C:33]([CH3:34])([CH3:35])[CH3:36])=[O:39])=[CH:46][CH:45]=2)=[C:9]([O:21][CH3:22])[CH:8]=1)[CH3:2]. Given the reactants [CH2:1]([O:3][C:4](=[O:26])[CH:5]([O:23][CH2:24][CH3:25])[CH2:6][C:7]1[CH:12]=[CH:11][C:10](OCC2C=CC=CC=2)=[C:9]([O:21][CH3:22])[CH:8]=1)[CH3:2].C(=O)([O-])[O-].[K+].[K+].[C:33]([O:37][C:38]([NH:40][C:41]1[CH:46]=[CH:45][C:44]([CH2:47][CH2:48][O:49]S(C2C=CC(C)=CC=2)(=O)=O)=[CH:43][CH:42]=1)=[O:39])([CH3:36])([CH3:35])[CH3:34], predict the reaction product. (4) Given the reactants Cl.[F:2][C:3]1[CH:4]=[CH:5][C:6]2[O:10][N:9]=[C:8]([CH:11]3[CH2:16][CH2:15][NH:14][CH2:13][CH2:12]3)[C:7]=2[CH:17]=1.Cl[C:19]1[N:20]=[N:21][C:22]([C:25]2[CH:26]=[N:27][N:28]([CH3:30])[CH:29]=2)=[CH:23][CH:24]=1, predict the reaction product. The product is: [F:2][C:3]1[CH:4]=[CH:5][C:6]2[O:10][N:9]=[C:8]([CH:11]3[CH2:12][CH2:13][N:14]([C:19]4[N:20]=[N:21][C:22]([C:25]5[CH:26]=[N:27][N:28]([CH3:30])[CH:29]=5)=[CH:23][CH:24]=4)[CH2:15][CH2:16]3)[C:7]=2[CH:17]=1. (5) The product is: [C:31]([O:30][C:28]([CH2:27][CH2:26][CH2:25][O:4][C:3]1[CH:5]=[CH:6][CH:7]=[CH:8][C:2]=1[C:1]([O:10][CH2:11][CH3:12])=[O:9])=[O:29])([CH3:34])([CH3:33])[CH3:32]. Given the reactants [C:1]([O:10][CH2:11][CH3:12])(=[O:9])[C:2]1[C:3](=[CH:5][CH:6]=[CH:7][CH:8]=1)[OH:4].C(=O)([O-])[O-].[Cs+].[Cs+].CN(C)C=O.Cl[CH2:25][CH2:26][CH2:27][C:28]([O:30][C:31]([CH3:34])([CH3:33])[CH3:32])=[O:29], predict the reaction product. (6) Given the reactants [Cl-].[NH:2]1[CH:6]=[CH:5][CH:4]=[C:3]1[CH:7]=[N+](C)C.[Cl-].[Cl-].[Cl-].[Al+3].ClC(Cl)(Cl)[C:17](Cl)=[O:18].[CH3:22][O-:23].[Na+].C[OH:26], predict the reaction product. The product is: [CH:7]([C:3]1[NH:2][CH:6]=[C:5]([C:22]([O:18][CH3:17])=[O:23])[CH:4]=1)=[O:26]. (7) Given the reactants [F:1][CH:2]([F:19])[O:3][C:4]1[CH:13]=[C:12]2[C:7]([C:8]([CH3:18])=[CH:9][C:10](=[O:17])[N:11]2[CH2:14][CH:15]=O)=[CH:6][CH:5]=1.[O:20]1[C:25]2[CH:26]=[CH:27][C:28]([CH2:30][N:31]([CH:39]3[CH2:44][CH2:43][NH:42][CH2:41][CH2:40]3)[C:32](=[O:38])[O:33][C:34]([CH3:37])([CH3:36])[CH3:35])=[CH:29][C:24]=2[O:23][CH2:22][CH2:21]1.C(O[BH-](OC(=O)C)OC(=O)C)(=O)C.[Na+].C(=O)([O-])O.[Na+], predict the reaction product. The product is: [F:1][CH:2]([F:19])[O:3][C:4]1[CH:13]=[C:12]2[C:7]([C:8]([CH3:18])=[CH:9][C:10](=[O:17])[N:11]2[CH2:14][CH2:15][N:42]2[CH2:43][CH2:44][CH:39]([N:31]([CH2:30][C:28]3[CH:27]=[CH:26][C:25]4[O:20][CH2:21][CH2:22][O:23][C:24]=4[CH:29]=3)[C:32](=[O:38])[O:33][C:34]([CH3:36])([CH3:35])[CH3:37])[CH2:40][CH2:41]2)=[CH:6][CH:5]=1.